This data is from Reaction yield outcomes from USPTO patents with 853,638 reactions. The task is: Predict the reaction yield, written as a fraction of the theoretical maximum amount of product (1.0 means a 100% yield; for example, 0.34 means a 34% yield). (1) The reactants are [Br:1][C:2]1[CH:3]=[C:4]([NH2:9])[C:5]([NH2:8])=N[CH:7]=1.O.[C:11]([OH:15])(=O)[CH:12]=O.[BH4-].[Na+].[CH3:18]O. The catalyst is O. The product is [Br:1][C:2]1[CH:3]=[C:4]2[C:5](=[CH:18][CH:7]=1)[NH:8][C:11](=[O:15])[CH2:12][NH:9]2. The yield is 0.820. (2) The reactants are [CH:1]1([N:4]2[C:13]3[C:8](=[CH:9][C:10]([F:17])=[C:11](F)[C:12]=3[O:14][CH3:15])[C:7](=[O:18])[C:6]([C:19]([OH:21])=[O:20])=[CH:5]2)[CH2:3][CH2:2]1.[CH3:22][CH:23]1[CH2:28][NH:27][CH2:26][CH2:25][NH:24]1.O. The catalyst is CS(C)=O. The product is [CH3:22][CH:23]1[NH:24][CH2:25][CH2:26][N:27]([C:11]2[C:12]([O:14][CH3:15])=[C:13]3[N:4]([CH:1]4[CH2:3][CH2:2]4)[CH:5]=[C:6]([C:19]([OH:21])=[O:20])[C:7](=[O:18])[C:8]3=[CH:9][C:10]=2[F:17])[CH2:28]1. The yield is 0.680.